From a dataset of Peptide-MHC class I binding affinity with 185,985 pairs from IEDB/IMGT. Regression. Given a peptide amino acid sequence and an MHC pseudo amino acid sequence, predict their binding affinity value. This is MHC class I binding data. (1) The peptide sequence is RQWGMGFLL. The MHC is HLA-C04:01 with pseudo-sequence HLA-C04:01. The binding affinity (normalized) is 0.213. (2) The peptide sequence is LFASADNHPK. The binding affinity (normalized) is 0.446. The MHC is HLA-A03:01 with pseudo-sequence HLA-A03:01. (3) The peptide sequence is YSPSTSIRL. The MHC is Mamu-A01 with pseudo-sequence Mamu-A01. The binding affinity (normalized) is 0.962. (4) The peptide sequence is WQIEYIHF. The MHC is Mamu-A07 with pseudo-sequence Mamu-A07. The binding affinity (normalized) is 0.341. (5) The peptide sequence is LQMMNVNLQK. The MHC is HLA-A11:01 with pseudo-sequence HLA-A11:01. The binding affinity (normalized) is 0.818. (6) The peptide sequence is FLWEWASAR. The MHC is HLA-A02:06 with pseudo-sequence HLA-A02:06. The binding affinity (normalized) is 0.0256.